This data is from Catalyst prediction with 721,799 reactions and 888 catalyst types from USPTO. The task is: Predict which catalyst facilitates the given reaction. (1) Reactant: [Br:1][C:2]1[CH:7]=[C:6]([C:8]([F:11])([F:10])[F:9])[CH:5]=[CH:4][C:3]=1[N:12]1[CH2:17][CH2:16][NH:15][CH2:14][CH2:13]1.[N:18]1([CH2:27][C:28](O)=[O:29])[C:22]2=[N:23][CH:24]=[CH:25][CH:26]=[C:21]2[CH:20]=[CH:19]1.CN(C(ON1N=NC2C=CC=CC1=2)=[N+](C)C)C.[B-](F)(F)(F)F.C(N(CC)CC)C. Product: [Br:1][C:2]1[CH:7]=[C:6]([C:8]([F:9])([F:10])[F:11])[CH:5]=[CH:4][C:3]=1[N:12]1[CH2:17][CH2:16][N:15]([C:28](=[O:29])[CH2:27][N:18]2[C:22]3=[N:23][CH:24]=[CH:25][CH:26]=[C:21]3[CH:20]=[CH:19]2)[CH2:14][CH2:13]1. The catalyst class is: 46. (2) Reactant: [BrH:1].[CH3:2][O:3][CH2:4][C@H:5]([NH:30][C:31]([C:33]1[S:37][C:36]([CH3:38])=[N:35][CH:34]=1)=[O:32])[C:6]([NH:8][C@@H:9]([CH2:27][O:28][CH3:29])[C:10]([NH:12][C@@H:13]([CH2:20][C:21]1[CH:26]=[CH:25][CH:24]=[CH:23][CH:22]=1)[C:14]([C@@:16]1([CH3:19])[CH2:18][O:17]1)=[O:15])=[O:11])=[O:7]. Product: [Br:1][CH2:18][C@:16]([OH:17])([CH3:19])[C:14](=[O:15])[C@@H:13]([NH:12][C:10](=[O:11])[C@@H:9]([NH:8][C:6](=[O:7])[C@@H:5]([NH:30][C:31]([C:33]1[S:37][C:36]([CH3:38])=[N:35][CH:34]=1)=[O:32])[CH2:4][O:3][CH3:2])[CH2:27][O:28][CH3:29])[CH2:20][C:21]1[CH:26]=[CH:25][CH:24]=[CH:23][CH:22]=1. The catalyst class is: 258. (3) Reactant: [CH3:1][O:2][C:3]1[CH:12]=[C:11]2[C:6]([CH:7]=[C:8]([C:23]3[CH:28]=[CH:27][N:26]=[C:25]([NH:29][CH2:30][C:31]4[CH:36]=[CH:35][CH:34]=[C:33]([O:37][CH3:38])[CH:32]=4)[N:24]=3)[CH:9]=[C:10]2[N:13]2[CH2:18][CH2:17][N:16]([CH2:19][CH2:20][CH2:21]O)[CH2:15][CH2:14]2)=[CH:5][CH:4]=1.C(N(CC)CC)C.CS(Cl)(=O)=O.[NH:51]1[CH2:56][CH2:55][CH2:54][CH2:53][CH2:52]1. Product: [CH3:1][O:2][C:3]1[CH:12]=[C:11]2[C:6](=[CH:5][CH:4]=1)[CH:7]=[C:8]([C:23]1[CH:28]=[CH:27][N:26]=[C:25]([NH:29][CH2:30][C:31]3[CH:36]=[CH:35][CH:34]=[C:33]([O:37][CH3:38])[CH:32]=3)[N:24]=1)[CH:9]=[C:10]2[N:13]1[CH2:18][CH2:17][N:16]([CH2:19][CH2:20][CH2:21][N:51]2[CH2:56][CH2:55][CH2:54][CH2:53][CH2:52]2)[CH2:15][CH2:14]1. The catalyst class is: 46. (4) Reactant: [Cl:1][C:2]1[CH:3]=[C:4]([NH:9][C:10]2[C:19]3[C:14](=[CH:15][C:16]([O:23][CH2:24][C:25]([F:28])([F:27])[F:26])=[C:17]([N+:20]([O-])=O)[CH:18]=3)[N:13]=[CH:12][N:11]=2)[CH:5]=[CH:6][C:7]=1[F:8].Cl.[OH-].[Na+]. Product: [Cl:1][C:2]1[CH:3]=[C:4]([NH:9][C:10]2[C:19]3[C:14](=[CH:15][C:16]([O:23][CH2:24][C:25]([F:28])([F:26])[F:27])=[C:17]([NH2:20])[CH:18]=3)[N:13]=[CH:12][N:11]=2)[CH:5]=[CH:6][C:7]=1[F:8]. The catalyst class is: 186. (5) Reactant: [Br:1][C:2]1[CH:7]=[CH:6][C:5]([S:8]([N:11]2[C:19]3[C:14](=[CH:15][CH:16]=[CH:17][CH:18]=3)[CH:13]=[C:12]2[CH:20]=O)(=[O:10])=[O:9])=[CH:4][CH:3]=1.C(O)(=O)[CH2:23][C:24]([OH:26])=[O:25].N1CCCCC1.Cl. Product: [Br:1][C:2]1[CH:7]=[CH:6][C:5]([S:8]([N:11]2[C:19]3[C:14](=[CH:15][CH:16]=[CH:17][CH:18]=3)[CH:13]=[C:12]2/[CH:20]=[CH:23]/[C:24]([OH:26])=[O:25])(=[O:9])=[O:10])=[CH:4][CH:3]=1. The catalyst class is: 228. (6) Reactant: [CH2:1]([O:3][C:4](=[O:19])[CH:5]=[C:6]1[CH2:11][CH2:10][N:9]([C:12]([O:14][C:15]([CH3:18])([CH3:17])[CH3:16])=[O:13])[CH2:8][CH2:7]1)[CH3:2].C(OC(N1CCC(=O)CC1)=O)(C)(C)C.C([N-]C(C)C)(C)C.[Li+].C(=O)([O-])O.[Na+]. Product: [CH2:1]([O:3][C:4](=[O:19])[CH2:5][C:6]1[CH2:11][CH2:10][N:9]([C:12]([O:14][C:15]([CH3:18])([CH3:17])[CH3:16])=[O:13])[CH2:8][CH:7]=1)[CH3:2]. The catalyst class is: 506. (7) The catalyst class is: 48. Reactant: [C:1]1(C)[CH:6]=[CH:5][C:4]([N:7]=[C:8]=[S:9])=[CH:3][CH:2]=1.[CH2:11]([NH2:14])[C:12]#[CH:13]. Product: [CH3:4][N:7]([CH3:8])[C:1]1[C:2]2[C:3](=[CH:6][CH:1]=[CH:2][CH:3]=2)[C:4]([NH:7][C:8]([NH:14][CH2:11][C:12]#[CH:13])=[S:9])=[CH:5][CH:6]=1. (8) Reactant: CN(C)C=O.[F:6][C:7]([F:42])([F:41])[C:8]1[CH:9]=[C:10]([CH:34]=[C:35]([C:37]([F:40])([F:39])[F:38])[CH:36]=1)[CH2:11][N:12]([CH2:15][C:16]1[C:17]([N:26]([CH2:30][CH:31]2[CH2:33][CH2:32]2)[CH2:27][CH2:28][CH3:29])=[N:18][C:19]2[C:24]([CH:25]=1)=[CH:23][CH:22]=[CH:21][CH:20]=2)[C:13]#[N:14].[N-:43]=[N+:44]=[N-:45].[Na+].[Cl-].[NH4+]. Product: [F:42][C:7]([F:41])([F:6])[C:8]1[CH:9]=[C:10]([CH:34]=[C:35]([C:37]([F:40])([F:39])[F:38])[CH:36]=1)[CH2:11][N:12]([CH2:15][C:16]1[C:17]([N:26]([CH2:30][CH:31]2[CH2:33][CH2:32]2)[CH2:27][CH2:28][CH3:29])=[N:18][C:19]2[C:24]([CH:25]=1)=[CH:23][CH:22]=[CH:21][CH:20]=2)[C:13]1[N:43]=[N:44][NH:45][N:14]=1. The catalyst class is: 581.